The task is: Predict the product of the given reaction.. This data is from Forward reaction prediction with 1.9M reactions from USPTO patents (1976-2016). (1) Given the reactants [Br:1][C:2]1[CH:3]=[C:4]([CH2:9][NH2:10])[CH:5]=[CH:6][C:7]=1[F:8].[CH3:11][C:12]([O:15][C:16]([N:18]1[CH2:23][CH2:22][CH:21]([CH2:24][C:25]2[CH:26]=[C:27]([CH:31]=[CH:32][CH:33]=2)[C:28](O)=[O:29])[CH2:20][CH2:19]1)=[O:17])([CH3:14])[CH3:13].CN(C(ON1N=NC2C=CC=NC1=2)=[N+](C)C)C.F[P-](F)(F)(F)(F)F.C(N(C(C)C)CC)(C)C, predict the reaction product. The product is: [Br:1][C:2]1[CH:3]=[C:4]([CH2:9][NH:10][C:28]([C:27]2[CH:26]=[C:25]([CH2:24][CH:21]3[CH2:22][CH2:23][N:18]([C:16]([O:15][C:12]([CH3:14])([CH3:13])[CH3:11])=[O:17])[CH2:19][CH2:20]3)[CH:33]=[CH:32][CH:31]=2)=[O:29])[CH:5]=[CH:6][C:7]=1[F:8]. (2) Given the reactants Cl[C:2]1[CH:23]=[C:22]([Cl:24])[C:21]([NH:25][C:26]2[C:31]([F:32])=[CH:30][C:29]([F:33])=[CH:28][C:27]=2[Cl:34])=[CH:20][C:3]=1[C:4]([C:6](=[CH:12][NH:13][C:14]1[CH:15]=[N:16][CH:17]=[CH:18][CH:19]=1)[C:7]([O:9][CH2:10][CH3:11])=[O:8])=[O:5].C(=O)([O-])[O-:36].[K+].[K+], predict the reaction product. The product is: [Cl:24][C:22]1[CH:23]=[C:2]2[C:3]([C:4](=[O:5])[CH:6]([C:7]([O:9][CH2:10][CH3:11])=[O:8])[C:12](=[O:36])[N:13]2[C:14]2[CH:15]=[N:16][CH:17]=[CH:18][CH:19]=2)=[CH:20][C:21]=1[NH:25][C:26]1[C:31]([F:32])=[CH:30][C:29]([F:33])=[CH:28][C:27]=1[Cl:34]. (3) Given the reactants [O:1]1[C:6]2([CH2:11][CH2:10][N:9]([CH2:12][C:13]3[CH:14]=[C:15]([CH:54]=[CH:55][CH:56]=3)[CH2:16][CH2:17][O:18][CH2:19][CH2:20][C:21]([N:23]([CH2:30][CH2:31][N:32]([CH2:40][CH2:41][C:42]3[C:47]4[O:48][CH2:49][C:50](=[O:52])[NH:51][C:46]=4[C:45]([OH:53])=[CH:44][CH:43]=3)[C:33](=[O:39])[O:34][C:35]([CH3:38])([CH3:37])[CH3:36])[CH:24]3[CH2:29][CH2:28][CH2:27][CH2:26][CH2:25]3)=[O:22])[CH2:8][CH2:7]2)[CH2:5][NH:4][CH2:3][CH2:2]1.CCN(C(C)C)C(C)C.[Si:66](Cl)([C:69]([CH3:72])([CH3:71])[CH3:70])([CH3:68])[CH3:67].C(=O)(O)[O-].[Na+], predict the reaction product. The product is: [O:1]1[C:6]2([CH2:11][CH2:10][N:9]([CH2:12][C:13]3[CH:14]=[C:15]([CH:54]=[CH:55][CH:56]=3)[CH2:16][CH2:17][O:18][CH2:19][CH2:20][C:21]([N:23]([CH2:30][CH2:31][N:32]([CH2:40][CH2:41][C:42]3[C:47]4[O:48][CH2:49][C:50](=[O:52])[NH:51][C:46]=4[C:45]([O:53][Si:66]([C:69]([CH3:72])([CH3:71])[CH3:70])([CH3:68])[CH3:67])=[CH:44][CH:43]=3)[C:33](=[O:39])[O:34][C:35]([CH3:38])([CH3:36])[CH3:37])[CH:24]3[CH2:29][CH2:28][CH2:27][CH2:26][CH2:25]3)=[O:22])[CH2:8][CH2:7]2)[CH2:5][NH:4][CH2:3][CH2:2]1. (4) Given the reactants [Cl:1][C:2]1[CH:9]=[C:8]([N:10]2[C:14](=[O:15])[C@@H:13]([CH2:16][C:17]([CH3:19])=[CH2:18])[C@H:12]([OH:20])[C@@H:11]2[CH3:21])[CH:7]=[CH:6][C:3]=1[C:4]#[N:5], predict the reaction product. The product is: [Cl:1][C:2]1[CH:9]=[C:8]([N:10]2[C:14](=[O:15])[C@@H:13]([CH2:16][CH:17]([CH3:18])[CH3:19])[C@H:12]([OH:20])[C@@H:11]2[CH3:21])[CH:7]=[CH:6][C:3]=1[C:4]#[N:5]. (5) Given the reactants [Cl:1][C:2]1[CH:7]=[C:6]([CH:8]=[CH:9][N+:10]([O-])=O)[CH:5]=[CH:4][C:3]=1[F:13].[BH4-].[Li+].C[Si](Cl)(C)C, predict the reaction product. The product is: [Cl:1][C:2]1[CH:7]=[C:6]([CH2:8][CH2:9][NH2:10])[CH:5]=[CH:4][C:3]=1[F:13].